Dataset: Catalyst prediction with 721,799 reactions and 888 catalyst types from USPTO. Task: Predict which catalyst facilitates the given reaction. Reactant: [CH3:1][Mg]Br.[F:4][C:5]1[CH:6]=[C:7]2[C:12](=[CH:13][CH:14]=1)[N:11]=[C:10]([CH2:15][O:16][C:17]1[CH:24]=[CH:23][C:20]([CH:21]=[O:22])=[C:19]([C:25]3([C:30]4[CH:35]=[CH:34][CH:33]=[CH:32][CH:31]=4)[CH2:28][CH:27]([CH3:29])[CH2:26]3)[CH:18]=1)[CH:9]=[CH:8]2. Product: [F:4][C:5]1[CH:6]=[C:7]2[C:12](=[CH:13][CH:14]=1)[N:11]=[C:10]([CH2:15][O:16][C:17]1[CH:24]=[CH:23][C:20]([CH:21]([OH:22])[CH3:1])=[C:19]([C:25]3([C:30]4[CH:31]=[CH:32][CH:33]=[CH:34][CH:35]=4)[CH2:28][CH:27]([CH3:29])[CH2:26]3)[CH:18]=1)[CH:9]=[CH:8]2. The catalyst class is: 1.